The task is: Predict the product of the given reaction.. This data is from Forward reaction prediction with 1.9M reactions from USPTO patents (1976-2016). (1) Given the reactants [CH3:1][S:2][C:3]1[S:4][C:5]([C:8]2[CH:13]=[CH:12][CH:11]=[CH:10][C:9]=2[N+:14]([O-])=O)=[N:6][N:7]=1.O.[Cl-].[NH4+], predict the reaction product. The product is: [CH3:1][S:2][C:3]1[S:4][C:5]([C:8]2[CH:13]=[CH:12][CH:11]=[CH:10][C:9]=2[NH2:14])=[N:6][N:7]=1. (2) The product is: [OH:3][CH:4]([C:6]1[CH:7]=[C:8]([C:24]([OH:26])=[O:25])[CH:9]=[C:10]2[C:15]=1[O:14][C:13]([N:16]1[CH2:21][CH2:20][O:19][C@H:18]([CH3:22])[CH2:17]1)=[CH:12][C:11]2=[O:23])[CH3:5]. Given the reactants [OH-].[Na+].[OH:3][CH:4]([C:6]1[CH:7]=[C:8]([C:24]([O:26]C)=[O:25])[CH:9]=[C:10]2[C:15]=1[O:14][C:13]([N:16]1[CH2:21][CH2:20][O:19][C@H:18]([CH3:22])[CH2:17]1)=[CH:12][C:11]2=[O:23])[CH3:5].O.Cl, predict the reaction product.